This data is from Reaction yield outcomes from USPTO patents with 853,638 reactions. The task is: Predict the reaction yield, written as a fraction of the theoretical maximum amount of product (1.0 means a 100% yield; for example, 0.34 means a 34% yield). (1) The catalyst is ClCCl. The yield is 0.750. The product is [F:13][C:14]1[CH:19]=[CH:18][C:17]([S:20]([NH:1][CH2:2][CH2:3][CH2:4][NH:5][C:6](=[O:12])[O:7][C:8]([CH3:9])([CH3:11])[CH3:10])(=[O:21])=[O:22])=[C:16]([C:24]([F:27])([F:25])[F:26])[CH:15]=1. The reactants are [NH2:1][CH2:2][CH2:3][CH2:4][NH:5][C:6](=[O:12])[O:7][C:8]([CH3:11])([CH3:10])[CH3:9].[F:13][C:14]1[CH:19]=[CH:18][C:17]([S:20](Cl)(=[O:22])=[O:21])=[C:16]([C:24]([F:27])([F:26])[F:25])[CH:15]=1.C(N(CC)CC)C. (2) The product is [F:9][CH2:8][C:4]1[N:3]=[C:2]([C:13]#[C:12][CH2:11][CH2:10][C:14]2[C:23]([CH3:24])=[N:22][C:21]3[C:16](=[CH:17][CH:18]=[CH:19][CH:20]=3)[N:15]=2)[CH:7]=[CH:6][CH:5]=1. The yield is 0.130. No catalyst specified. The reactants are Br[C:2]1[CH:7]=[CH:6][CH:5]=[C:4]([CH2:8][F:9])[N:3]=1.[CH2:10]([C:14]1[C:23]([CH3:24])=[N:22][C:21]2[C:16](=[CH:17][CH:18]=[CH:19][CH:20]=2)[N:15]=1)[CH2:11][C:12]#[CH:13]. (3) The reactants are CCCC[N+](CCCC)(CCCC)CCCC.[F-].[CH3:19][O:20][C:21](=[O:78])[C:22]1[CH:27]=[CH:26][C:25]([O:28][CH2:29][CH2:30][C:31]2[C:39]3[C:34](=[CH:35][CH:36]=[C:37]([Cl:40])[CH:38]=3)[N:33]([CH:41]([C:48]3[CH:53]=[CH:52][CH:51]=[CH:50][CH:49]=3)[C:42]3[CH:47]=[CH:46][CH:45]=[CH:44][CH:43]=3)[C:32]=2[CH2:54][CH2:55][O:56][Si](C(C)(C)C)(C2C=CC=CC=2)C2C=CC=CC=2)=[CH:24][C:23]=1[O:74][CH:75]([CH3:77])[CH3:76]. The catalyst is C1COCC1. The product is [CH3:19][O:20][C:21](=[O:78])[C:22]1[CH:27]=[CH:26][C:25]([O:28][CH2:29][CH2:30][C:31]2[C:39]3[C:34](=[CH:35][CH:36]=[C:37]([Cl:40])[CH:38]=3)[N:33]([CH:41]([C:42]3[CH:43]=[CH:44][CH:45]=[CH:46][CH:47]=3)[C:48]3[CH:53]=[CH:52][CH:51]=[CH:50][CH:49]=3)[C:32]=2[CH2:54][CH2:55][OH:56])=[CH:24][C:23]=1[O:74][CH:75]([CH3:76])[CH3:77]. The yield is 0.700. (4) The reactants are [Cl-].[Al+3].[Cl-].[Cl-].[F:5][C:6]1[CH:7]=[C:8]([OH:12])[CH:9]=[CH:10][CH:11]=1.[C:13](Cl)(=[O:15])[CH3:14]. The catalyst is ClCCCl. The product is [F:5][C:6]1[CH:7]=[C:8]([OH:12])[CH:9]=[CH:10][C:11]=1[C:13](=[O:15])[CH3:14]. The yield is 0.0800. (5) The reactants are [CH:1]1([C:4]2[CH:9]=[CH:8][N:7]=[CH:6][C:5]=2[N:10]2[CH2:14][CH2:13][NH:12][C:11]2=[O:15])[CH2:3][CH2:2]1.Br[C:17]1[CH:26]=[CH:25][C:20]2[S:21][C:22]([Cl:24])=[CH:23][C:19]=2[CH:18]=1.CN[C@@H]1CCCC[C@H]1NC.P([O-])([O-])([O-])=O.[K+].[K+].[K+]. The catalyst is [Cu](I)I.O1CCOCC1. The product is [Cl:24][C:22]1[S:21][C:20]2[CH:25]=[CH:26][C:17]([N:12]3[CH2:13][CH2:14][N:10]([C:5]4[CH:6]=[N:7][CH:8]=[CH:9][C:4]=4[CH:1]4[CH2:3][CH2:2]4)[C:11]3=[O:15])=[CH:18][C:19]=2[CH:23]=1. The yield is 0.330. (6) The reactants are C(=O)([O-])[O-].[K+].[K+].[CH2:7](Br)[CH:8]=[CH2:9].[Cl:11][C:12]1[CH:20]=[CH:19][C:15]([C:16]([OH:18])=[O:17])=[CH:14][C:13]=1[O:21][CH3:22]. The catalyst is CN(C)C=O. The product is [CH2:7]([O:18][C:16](=[O:17])[C:15]1[CH:19]=[CH:20][C:12]([Cl:11])=[C:13]([O:21][CH3:22])[CH:14]=1)[CH:8]=[CH2:9]. The yield is 0.980. (7) The reactants are O[NH:2][C:3]([C:5]1[C:6]2[CH:13]=[C:12]([C:14]([F:17])([F:16])[F:15])[NH:11][C:7]=2[N:8]=[CH:9][CH:10]=1)=[NH:4].[C:18]([O:21]C(=O)C)(=[O:20])[CH3:19]. The catalyst is CO.[Pd]. The product is [C:18]([OH:21])(=[O:20])[CH3:19].[F:17][C:14]([F:15])([F:16])[C:12]1[NH:11][C:7]2[N:8]=[CH:9][CH:10]=[C:5]([C:3]([NH2:4])=[NH:2])[C:6]=2[CH:13]=1. The yield is 1.00. (8) The reactants are [I:1][C:2]1[N:6]([CH3:7])[N:5]=[C:4]([NH2:8])[CH:3]=1.C1(C)C=CC(S(O)(=O)=O)=CC=1.[Cl:20][C:21]1[C:22](=O)[O:23][C:24](=[O:27])[C:25]=1[CH3:26]. The catalyst is C1(C)C=CC=CC=1. The product is [Cl:20][C:21]1[C:22](=[O:23])[N:8]([C:4]2[CH:3]=[C:2]([I:1])[N:6]([CH3:7])[N:5]=2)[C:24](=[O:27])[C:25]=1[CH3:26]. The yield is 0.640. (9) The reactants are [CH2:1]([O:4][N:5]([C@H:18]1[CH2:23][N:22]([C:24]([O:26][C:27]([CH3:30])([CH3:29])[CH3:28])=[O:25])[C@H:21]([C:31]([OH:33])=O)[C:20]([CH3:34])=[C:19]1[CH3:35])[S:6]([C:9]1[CH:14]=[CH:13][CH:12]=[CH:11][C:10]=1[N+:15]([O-:17])=[O:16])(=[O:8])=[O:7])[CH:2]=[CH2:3].C(O[N:40]([C@H]1CN(C(OC(C)(C)C)=O)[C@H](C(=O)N)C=C1C)S(C1C=CC=CC=1[N+]([O-])=O)(=O)=O)C=C. No catalyst specified. The product is [CH2:1]([O:4][N:5]([C@H:18]1[CH2:23][N:22]([C:24]([O:26][C:27]([CH3:30])([CH3:28])[CH3:29])=[O:25])[C@H:21]([C:31](=[O:33])[NH2:40])[C:20]([CH3:34])=[C:19]1[CH3:35])[S:6]([C:9]1[CH:14]=[CH:13][CH:12]=[CH:11][C:10]=1[N+:15]([O-:17])=[O:16])(=[O:8])=[O:7])[CH:2]=[CH2:3]. The yield is 0.950.